The task is: Predict the reactants needed to synthesize the given product.. This data is from Full USPTO retrosynthesis dataset with 1.9M reactions from patents (1976-2016). (1) Given the product [CH3:1][O:2][CH2:3][O:4][C:5]1[CH:10]=[C:9]([O:11][CH2:12][O:13][CH3:14])[CH:8]=[CH:7][C:6]=1[C:15]1[N:16]([CH2:37][CH2:38][O:39][CH:40]2[CH2:45][CH2:44][CH2:43][CH2:42][O:41]2)[C:17]2[C:22]([C:23]=1[CH:24]1[CH2:25][CH2:26][CH2:27][CH2:28][CH2:29]1)=[CH:21][CH:20]=[C:19]([C:30]([O:32][CH3:33])=[O:31])[CH:18]=2, predict the reactants needed to synthesize it. The reactants are: [CH3:1][O:2][CH2:3][O:4][C:5]1[CH:10]=[C:9]([O:11][CH2:12][O:13][CH3:14])[CH:8]=[CH:7][C:6]=1[C:15]1[NH:16][C:17]2[C:22]([C:23]=1[CH:24]1[CH2:29][CH2:28][CH2:27][CH2:26][CH2:25]1)=[CH:21][CH:20]=[C:19]([C:30]([O:32][CH3:33])=[O:31])[CH:18]=2.[H-].[Na+].Br[CH2:37][CH2:38][O:39][CH:40]1[CH2:45][CH2:44][CH2:43][CH2:42][O:41]1.C(=O)([O-])O.[Na+]. (2) Given the product [CH:1]([C:4]1[CH:12]=[CH:11][C:10]2[N:9]([CH2:29][CH2:28][C:25]3[CH:24]=[N:23][C:22]([C:21]([F:31])([F:20])[F:30])=[CH:27][CH:26]=3)[C:8]3[CH2:13][CH2:14][N:15]([CH3:17])[CH2:16][C:7]=3[C:6]=2[CH:5]=1)([CH3:3])[CH3:2], predict the reactants needed to synthesize it. The reactants are: [CH:1]([C:4]1[CH:12]=[CH:11][C:10]2[NH:9][C:8]3[CH2:13][CH2:14][N:15]([CH3:17])[CH2:16][C:7]=3[C:6]=2[CH:5]=1)([CH3:3])[CH3:2].[OH-].[K+].[F:20][C:21]([F:31])([F:30])[C:22]1[CH:27]=[CH:26][C:25]([CH:28]=[CH2:29])=[CH:24][N:23]=1. (3) Given the product [C:1]([C:5]1[O:9][N:8]=[C:7]([C:10]2[CH:15]=[C:14]([O:25][CH2:24][CH2:23][O:22][CH2:20][CH3:21])[C:13]([CH:17]3[CH2:19][CH2:18]3)=[CH:12][N:11]=2)[N:6]=1)([CH3:4])([CH3:3])[CH3:2], predict the reactants needed to synthesize it. The reactants are: [C:1]([C:5]1[O:9][N:8]=[C:7]([C:10]2[CH:15]=[C:14](Cl)[C:13]([CH:17]3[CH2:19][CH2:18]3)=[CH:12][N:11]=2)[N:6]=1)([CH3:4])([CH3:3])[CH3:2].[CH2:20]([O:22][CH2:23][CH2:24][OH:25])[CH3:21]. (4) Given the product [CH3:13][O:14][C:15]1[CH:23]=[CH:22][C:18]([C:19]2[O:12][C:3]3[C:4]([C:5]([O:7][CH3:8])=[O:6])=[CH:9][CH:10]=[CH:11][C:2]=3[N:1]=2)=[CH:17][CH:16]=1, predict the reactants needed to synthesize it. The reactants are: [NH2:1][C:2]1[CH:11]=[CH:10][CH:9]=[C:4]([C:5]([O:7][CH3:8])=[O:6])[C:3]=1[OH:12].[CH3:13][O:14][C:15]1[CH:23]=[CH:22][C:18]([C:19](Cl)=O)=[CH:17][CH:16]=1. (5) Given the product [Cl:1][C:2]1[CH:9]=[C:8]([N:10]([CH2:16][C:17]2[CH:22]=[CH:21][CH:20]=[CH:19][C:18]=2[Cl:23])[C@H:11]2[CH2:15][CH2:14][N:13]([S:32]([CH2:31][C:28]3[CH:29]=[CH:30][C:25]([Cl:24])=[CH:26][CH:27]=3)(=[O:33])=[O:34])[CH2:12]2)[CH:7]=[CH:6][C:3]=1[C:4]#[N:5], predict the reactants needed to synthesize it. The reactants are: [Cl:1][C:2]1[CH:9]=[C:8]([N:10]([CH2:16][C:17]2[CH:22]=[CH:21][CH:20]=[CH:19][C:18]=2[Cl:23])[C@H:11]2[CH2:15][CH2:14][NH:13][CH2:12]2)[CH:7]=[CH:6][C:3]=1[C:4]#[N:5].[Cl:24][C:25]1[CH:30]=[CH:29][C:28]([CH2:31][S:32](Cl)(=[O:34])=[O:33])=[CH:27][CH:26]=1.